This data is from Full USPTO retrosynthesis dataset with 1.9M reactions from patents (1976-2016). The task is: Predict the reactants needed to synthesize the given product. (1) Given the product [C:7]([O:11][C:12]([N:14]1[CH2:19][CH2:18][CH:17]([CH2:20][CH2:21][CH2:22][CH2:23][C:24]2[CH:29]=[CH:28][C:27]([NH:30][C:3]([N:2]([CH3:6])[CH3:1])=[O:4])=[CH:26][CH:25]=2)[CH2:16][CH2:15]1)=[O:13])([CH3:10])([CH3:8])[CH3:9], predict the reactants needed to synthesize it. The reactants are: [CH3:1][N:2]([CH3:6])[C:3](Cl)=[O:4].[C:7]([O:11][C:12]([N:14]1[CH2:19][CH2:18][CH:17]([CH2:20][CH2:21][CH2:22][CH2:23][C:24]2[CH:29]=[CH:28][C:27]([NH2:30])=[CH:26][CH:25]=2)[CH2:16][CH2:15]1)=[O:13])([CH3:10])([CH3:9])[CH3:8].CCN(CC)CC. (2) Given the product [C:20]([CH2:22][C:23]([NH:15][C:14]1[CH:13]=[N:12][N:10]2[CH:11]=[C:6]([CH2:5][C:4]3[CH:16]=[CH:17][C:18]([Cl:19])=[C:2]([Cl:1])[CH:3]=3)[CH:7]=[N:8][C:9]=12)=[O:24])#[N:21], predict the reactants needed to synthesize it. The reactants are: [Cl:1][C:2]1[CH:3]=[C:4]([CH:16]=[CH:17][C:18]=1[Cl:19])[CH2:5][C:6]1[CH:7]=[N:8][C:9]2[N:10]([N:12]=[CH:13][C:14]=2[NH2:15])[CH:11]=1.[C:20]([CH2:22][C:23](O)=[O:24])#[N:21].C(N=C=NC(C)C)(C)C.